This data is from Forward reaction prediction with 1.9M reactions from USPTO patents (1976-2016). The task is: Predict the product of the given reaction. (1) The product is: [N:24]1([C:21]([C:19]2[NH:18][C:14]3[N:15]=[CH:16][N:17]=[C:12]([NH:11][C:9]4[CH:8]=[CH:7][C:5]5[NH:6][C:2](=[O:1])[S:3][C:4]=5[CH:10]=4)[C:13]=3[CH:20]=2)=[O:23])[CH2:29][CH2:28][O:27][CH2:26][CH2:25]1. Given the reactants [O:1]=[C:2]1[NH:6][C:5]2[CH:7]=[CH:8][C:9]([NH:11][C:12]3[C:13]4[CH:20]=[C:19]([C:21]([OH:23])=O)[NH:18][C:14]=4[N:15]=[CH:16][N:17]=3)=[CH:10][C:4]=2[S:3]1.[NH:24]1[CH2:29][CH2:28][O:27][CH2:26][CH2:25]1, predict the reaction product. (2) Given the reactants [N:1]1[CH:6]=[CH:5][C:4]([CH2:7][NH2:8])=[CH:3][CH:2]=1.[Cl:9][CH2:10][CH2:11][O:12][CH2:13][CH2:14][C:15](Cl)=[O:16], predict the reaction product. The product is: [Cl:9][CH2:10][CH2:11][O:12][CH2:13][CH2:14][C:15]([NH:8][CH2:7][C:4]1[CH:5]=[CH:6][N:1]=[CH:2][CH:3]=1)=[O:16]. (3) Given the reactants [C:1]1([N:7]2[CH2:12][CH2:11][O:10][CH2:9][C:8]2=[O:13])[CH:6]=[CH:5][CH:4]=[CH:3][CH:2]=1.S(=O)(=O)(O)O.[N+:19]([O-])([OH:21])=[O:20].N, predict the reaction product. The product is: [N+:19]([C:4]1[CH:3]=[CH:2][C:1]([N:7]2[CH2:12][CH2:11][O:10][CH2:9][C:8]2=[O:13])=[CH:6][CH:5]=1)([O-:21])=[O:20].